This data is from Catalyst prediction with 721,799 reactions and 888 catalyst types from USPTO. The task is: Predict which catalyst facilitates the given reaction. Reactant: [Al+3].[Cl-].[Cl-].[Cl-].[C:5](Cl)(=[O:7])[CH3:6].C[O:10][C:11]1[CH:16]=[CH:15][C:14]([C:17]2([C:20]([O:22][CH3:23])=[O:21])[CH2:19][CH2:18]2)=[CH:13][CH:12]=1. Product: [CH3:23][O:22][C:20]([C:17]1([C:14]2[CH:15]=[CH:16][C:11]([OH:10])=[C:12]([C:5](=[O:7])[CH3:6])[CH:13]=2)[CH2:19][CH2:18]1)=[O:21]. The catalyst class is: 534.